From a dataset of Reaction yield outcomes from USPTO patents with 853,638 reactions. Predict the reaction yield, written as a fraction of the theoretical maximum amount of product (1.0 means a 100% yield; for example, 0.34 means a 34% yield). The product is [CH2:29]([O:31][C:32](=[O:35])[CH2:33][NH:34][C:24]([C:20]1[S:19][C:18]([N:15]2[CH2:16][CH2:17][C@H:12]([NH:11][C:9]([C:4]3[NH:5][C:6]([CH2:7][CH3:8])=[C:2]([Cl:1])[N:3]=3)=[O:10])[C@H:13]([O:27][CH3:28])[CH2:14]2)=[N:22][C:21]=1[CH3:23])=[O:26])[CH3:30]. The catalyst is CC(N(C)C)=O.ClCCl. The reactants are [Cl:1][C:2]1[N:3]=[C:4]([C:9]([NH:11][C@H:12]2[CH2:17][CH2:16][N:15]([C:18]3[S:19][C:20]([C:24]([OH:26])=O)=[C:21]([CH3:23])[N:22]=3)[CH2:14][C@H:13]2[O:27][CH3:28])=[O:10])[NH:5][C:6]=1[CH2:7][CH3:8].[CH2:29]([O:31][C:32](=[O:35])[CH2:33][NH2:34])[CH3:30].Cl.CCN=C=NCCCN(C)C.Cl.C1C=CC2N(O)N=NC=2C=1.C(N(C(C)C)CC)(C)C. The yield is 0.870.